This data is from NCI-60 drug combinations with 297,098 pairs across 59 cell lines. The task is: Regression. Given two drug SMILES strings and cell line genomic features, predict the synergy score measuring deviation from expected non-interaction effect. (1) Drug 1: C1=CC(=C(C=C1I)F)NC2=C(C=CC(=C2F)F)C(=O)NOCC(CO)O. Drug 2: CC1(CCCN1)C2=NC3=C(C=CC=C3N2)C(=O)N. Cell line: HT29. Synergy scores: CSS=48.8, Synergy_ZIP=0.643, Synergy_Bliss=-1.58, Synergy_Loewe=-38.4, Synergy_HSA=-3.40. (2) Drug 1: CC(CN1CC(=O)NC(=O)C1)N2CC(=O)NC(=O)C2. Drug 2: C1CC(C1)(C(=O)O)C(=O)O.[NH2-].[NH2-].[Pt+2]. Cell line: M14. Synergy scores: CSS=43.0, Synergy_ZIP=0.684, Synergy_Bliss=5.60, Synergy_Loewe=1.25, Synergy_HSA=5.32. (3) Drug 1: CS(=O)(=O)C1=CC(=C(C=C1)C(=O)NC2=CC(=C(C=C2)Cl)C3=CC=CC=N3)Cl. Drug 2: CC=C1C(=O)NC(C(=O)OC2CC(=O)NC(C(=O)NC(CSSCCC=C2)C(=O)N1)C(C)C)C(C)C. Cell line: DU-145. Synergy scores: CSS=16.3, Synergy_ZIP=-1.65, Synergy_Bliss=-1.26, Synergy_Loewe=-46.1, Synergy_HSA=-2.27. (4) Drug 1: CN1C(=O)N2C=NC(=C2N=N1)C(=O)N. Drug 2: C(CCl)NC(=O)N(CCCl)N=O. Cell line: MCF7. Synergy scores: CSS=0.151, Synergy_ZIP=0.852, Synergy_Bliss=0.781, Synergy_Loewe=0.193, Synergy_HSA=-0.812. (5) Drug 1: CC1=C(N=C(N=C1N)C(CC(=O)N)NCC(C(=O)N)N)C(=O)NC(C(C2=CN=CN2)OC3C(C(C(C(O3)CO)O)O)OC4C(C(C(C(O4)CO)O)OC(=O)N)O)C(=O)NC(C)C(C(C)C(=O)NC(C(C)O)C(=O)NCCC5=NC(=CS5)C6=NC(=CS6)C(=O)NCCC[S+](C)C)O. Drug 2: CCC1(C2=C(COC1=O)C(=O)N3CC4=CC5=C(C=CC(=C5CN(C)C)O)N=C4C3=C2)O.Cl. Cell line: RXF 393. Synergy scores: CSS=24.1, Synergy_ZIP=-7.27, Synergy_Bliss=-4.67, Synergy_Loewe=-15.3, Synergy_HSA=2.10. (6) Drug 1: C1=CC(=CC=C1C#N)C(C2=CC=C(C=C2)C#N)N3C=NC=N3. Drug 2: C1CN(P(=O)(OC1)NCCCl)CCCl. Cell line: DU-145. Synergy scores: CSS=-6.65, Synergy_ZIP=7.35, Synergy_Bliss=8.20, Synergy_Loewe=-3.42, Synergy_HSA=-3.46.